From a dataset of Full USPTO retrosynthesis dataset with 1.9M reactions from patents (1976-2016). Predict the reactants needed to synthesize the given product. (1) Given the product [Cl:1][C:2]1[C:10]2[N:6]([C:7]([CH2:14][CH:15]3[CH2:19][CH2:18][O:39][CH2:35]3)=[CH:8][C:9]=2[C:11]([NH:21][CH2:22][C:23]2([OH:31])[CH2:24][CH2:25][C:26]([F:30])([F:29])[CH2:27][CH2:28]2)=[O:13])[CH:5]=[CH:4][CH:3]=1, predict the reactants needed to synthesize it. The reactants are: [Cl:1][C:2]1[C:10]2[N:6]([C:7]([CH2:14][CH:15]3[CH2:19][CH2:18]CO3)=[CH:8][C:9]=2[C:11]([OH:13])=O)[CH:5]=[CH:4][CH:3]=1.Cl.[NH2:21][CH2:22][C:23]1([OH:31])[CH2:28][CH2:27][C:26]([F:30])([F:29])[CH2:25][CH2:24]1.CN([C:35]([O:39]N1N=NC2C=CC=NC1=2)=[N+](C)C)C.F[P-](F)(F)(F)(F)F. (2) Given the product [CH3:1][C:2]1[CH:11]=[CH:10][CH:9]=[C:8]2[C:3]=1[C:4](=[O:38])[N:5]([C:32]1[CH:37]=[CH:36][CH:35]=[CH:34][CH:33]=1)[C:6]([CH:12]([O:14][C:15]1[N:23]=[CH:22][N:21]=[C:20]3[C:16]=1[N:17]=[CH:18][NH:19]3)[CH3:13])=[N:7]2, predict the reactants needed to synthesize it. The reactants are: [CH3:1][C:2]1[CH:11]=[CH:10][CH:9]=[C:8]2[C:3]=1[C:4](=[O:38])[N:5]([C:32]1[CH:37]=[CH:36][CH:35]=[CH:34][CH:33]=1)[C:6]([CH:12]([O:14][C:15]1[N:23]=[CH:22][N:21]=[C:20]3[C:16]=1[N:17]=[CH:18][N:19]3COCC[Si](C)(C)C)[CH3:13])=[N:7]2. (3) The reactants are: [CH2:1]([CH:8]([CH2:36][CH2:37][C:38]1[CH:43]=[CH:42][CH:41]=[CH:40][CH:39]=1)[C:9]([NH:11][CH2:12][C@@H:13]([NH:28]C(=O)OC(C)(C)C)[CH2:14][CH2:15][CH2:16][NH:17][C:18](=[O:27])[O:19][CH2:20][C:21]1[CH:26]=[CH:25][CH:24]=[CH:23][CH:22]=1)=[O:10])[C:2]1[CH:7]=[CH:6][CH:5]=[CH:4][CH:3]=1.FC(F)(F)C(O)=O. Given the product [NH2:28][C@H:13]([CH2:12][NH:11][C:9](=[O:10])[CH:8]([CH2:1][C:2]1[CH:3]=[CH:4][CH:5]=[CH:6][CH:7]=1)[CH2:36][CH2:37][C:38]1[CH:39]=[CH:40][CH:41]=[CH:42][CH:43]=1)[CH2:14][CH2:15][CH2:16][NH:17][C:18](=[O:27])[O:19][CH2:20][C:21]1[CH:26]=[CH:25][CH:24]=[CH:23][CH:22]=1, predict the reactants needed to synthesize it. (4) Given the product [ClH:1].[F:28][CH:3]([F:2])[CH2:4][N:5]1[CH2:10][C:9]2([CH2:15][CH2:14][NH:13][CH2:12][CH2:11]2)[O:8][CH:7]([C:23]2[O:24][CH:25]=[CH:26][N:27]=2)[CH2:6]1, predict the reactants needed to synthesize it. The reactants are: [ClH:1].[F:2][CH:3]([F:28])[CH2:4][N:5]1[CH2:10][C:9]2([CH2:15][CH2:14][N:13](C(OC(C)(C)C)=O)[CH2:12][CH2:11]2)[O:8][CH:7]([C:23]2[O:24][CH:25]=[CH:26][N:27]=2)[CH2:6]1. (5) Given the product [Cl:26][C:27]1[CH:32]=[C:31]([Cl:33])[CH:30]=[CH:29][C:28]=1[C:2]1[N:7]=[C:6]([NH:8][CH2:9][CH2:10][NH:11][C:12]2[N:17]=[C:16]([NH2:18])[C:15]([N+:19]([O-:21])=[O:20])=[CH:14][CH:13]=2)[N:5]2[CH:22]=[C:23]([CH3:25])[N:24]=[C:4]2[CH:3]=1, predict the reactants needed to synthesize it. The reactants are: Cl[C:2]1[N:7]=[C:6]([NH:8][CH2:9][CH2:10][NH:11][C:12]2[N:17]=[C:16]([NH2:18])[C:15]([N+:19]([O-:21])=[O:20])=[CH:14][CH:13]=2)[N:5]2[CH:22]=[C:23]([CH3:25])[N:24]=[C:4]2[CH:3]=1.[Cl:26][C:27]1[CH:32]=[C:31]([Cl:33])[CH:30]=[CH:29][C:28]=1B(O)O. (6) Given the product [C:2]1([NH:1][CH2:8][CH2:9][N:11]2[CH:20]([CH2:21][C:22]3[CH:27]=[CH:26][CH:25]=[CH:24][CH:23]=3)[CH2:19][C:18]3[C:13](=[CH:14][CH:15]=[CH:16][CH:17]=3)[CH2:12]2)[CH:3]=[CH:4][CH:5]=[CH:6][CH:7]=1, predict the reactants needed to synthesize it. The reactants are: [NH:1]([CH2:8][C:9]([N:11]1[CH:20]([CH2:21][C:22]2[CH:27]=[CH:26][CH:25]=[CH:24][CH:23]=2)[CH2:19][C:18]2[C:13](=[CH:14][CH:15]=[CH:16][CH:17]=2)[CH2:12]1)=O)[C:2]1[CH:7]=[CH:6][CH:5]=[CH:4][CH:3]=1.[H-].[H-].[H-].[H-].[Li+].[Al+3].Cl.C(=O)(O)[O-].[Na+].